Dataset: Drug-target binding data from BindingDB using IC50 measurements. Task: Regression. Given a target protein amino acid sequence and a drug SMILES string, predict the binding affinity score between them. We predict pIC50 (pIC50 = -log10(IC50 in M); higher means more potent). Dataset: bindingdb_ic50. (1) The compound is C/C(=C\[C@@H](C)Cc1ccccc1)CC[C@]12O[C@H](C(=O)O)[C@@](O)(C(=O)O)[C@](C(=O)O)(O1)[C@H](O)[C@H]2O. The target protein (P37268) has sequence MEFVKCLGHPEEFYNLVRFRIGGKRKVMPKMDQDSLSSSLKTCYKYLNQTSRSFAAVIQALDGEMRNAVCIFYLVLRALDTLEDDMTISVEKKVPLLHNFHSFLYQPDWRFMESKEKDRQVLEDFPTISLEFRNLAEKYQTVIADICRRMGIGMAEFLDKHVTSEQEWDKYCHYVAGLVGIGLSRLFSASEFEDPLVGEDTERANSMGLFLQKTNIIRDYLEDQQGGREFWPQEVWSRYVKKLGDFAKPENIDLAVQCLNELITNALHHIPDVITYLSRLRNQSVFNFCAIPQVMAIATLAACYNNQQVFKGAVKIRKGQAVTLMMDATNMPAVKAIIYQYMEEIYHRIPDSDPSSSKTRQIISTIRTQNLPNCQLISRSHYSPIYLSFVMLLAALSWQYLTTLSQVTEDYVQTGEH. The pIC50 is 6.7. (2) The drug is C=CCc1ccc(OCC(=O)OCC)c(OC)c1. The target protein (Q10283) has sequence MIYKLAARYPIQVIAIVGILVSMAYFSFLEALTQEDFPVLIRALKRFGILDGFPNTRLPNEMILKLSSVQGEDASVWEQIPAAELGGEGFVDFDITQWYYPANAKVDVAQLVEPYRNDCIFHDASGACHFFFKEVGNWTVSSIALPSNLANPPIDYFLDSSSTVIQRILPAIREHGISWSWLLQLIARTWMNTLKIASQASKTELLIVGTAYACMLISIVSLYLKMRRLGSKFWLFFSVLLSTLFSVQFAMTLVRASGVRISLVSLIESLPFLINVVALDKAAELTRQVITRCSVSDSHSPMHEDIAKACRNAAPPILRHFSFGIVVLAIFSYCNFGIKQFFLFAAVMIYDLLLLFSFFVAILTLKLEMRRYNAKDDVRKVLIEEGLSESTARHVADGNDSSATTSAGSRYFKVRYGTKIILFIFIAFNLFELCSIPFKHYAATSAAAARLIPLVRSQYPDFKSQRLLDDGVFDDVLSAISSMSNIESPSVRLLPAVFYG.... The pIC50 is 3.8. (3) The compound is CCc1ccccc1Nc1nc2cc(C)ccc2o1. The target protein (P48999) has sequence MPSYTVTVATGSQWFAGTDDYIYLSLIGSAGCSEKHLLDKAFYNDFERGAVDSYDVTVDEELGEIYLVKIEKRKYWLHDDWYLKYITLKTPHGDYIEFPCYRWITGEGEIVLRDGRAKLARDDQIHILKQHRRKELEARQKQYRWMEWNPGFPLSIDAKCHKDLPRDIQFDSEKGVDFVLNYSKAMENLFINRFMHMFQSSWHDFADFEKIFVKISNTISERVKNHWQEDLMFGYQFLNGCNPVLIKRCTALPPKLPVTTEMVECSLERQLSLEQEVQEGNIFIVDYELLDGIDANKTDPCTHQFLAAPICLLYKNLANKIVPIAIQLNQTPGESNPIFLPTDSKYDWLLAKIWVRSSDFHVHQTITHLLRTHLVSEVFGIAMYRQLPAVHPLFKLLVAHVRFTIAINTKAREQLICEYGLFDKANATGGGGHVQMVQRAVQDLTYSSLCFPEAIKARGMDSTEDIPFYFYRDDGLLVWEAIQSFTMEVVSIYYENDQVV.... The pIC50 is 5.2. (4) The compound is O=C(NC[C@@H](O)C(=O)O)c1ccc(CN(C(=O)Nc2cc(Cl)cc(Cl)c2)c2ccc(C3=CCCCC3)cc2)cc1. The target protein (P43219) has sequence MPLRLLLLLLWLWGLSLQRAETDSEGQTTGELYQRWERYGWECQNTLEATEPPSGLACNGSFDMYACWNYTAANTTARVSCPWYLPWYRQVAAGFVFRQCGSDGQWGSWRDHTQCENPEKNGAFQDQKLILERLQVVYTVGYSLSLATLLLALLILSLFRRLHCTRNYIHMNLFTSFMLRAGAILTRDQLLPPLGPYTGNQTPTLWNQALAACRTAQILTQYCVGANYTWLLVEGVYLHHLLVVVRRSEKGHFRCYLLLGWGAPALFVIPWVIVRYLYENTQCWERNEVKAIWWIIRTPILITILINFLIFIRILGILVSKLRTRQMRCPDYRLRLARSTLTLMPLLGVHEVVFAPVTEEQAEGSLRFAKLAFEIFLSSFQGFLVSVLYCFINKEVQSEIRRLRLSLQEQCPRPHLGQAPRAVPLSSAPQEAAIRNALPSGMLHVPGDEVLESYC. The pIC50 is 6.3. (5) The compound is CC(C(=O)NO)N(Cc1ccccc1[N+](=O)[O-])S(=O)(=O)c1c(F)c(F)c(F)c(F)c1F. The target protein (P03956) has sequence MHSFPPLLLLLFWGVVSHSFPATLETQEQDVDLVQKYLEKYYNLKNDGRQVEKRRNSGPVVEKLKQMQEFFGLKVTGKPDAETLKVMKQPRCGVPDVAQFVLTEGNPRWEQTHLTYRIENYTPDLPRADVDHAIEKAFQLWSNVTPLTFTKVSEGQADIMISFVRGDHRDNSPFDGPGGNLAHAFQPGPGIGGDAHFDEDERWTNNFREYNLHRVAAHELGHSLGLSHSTDIGALMYPSYTFSGDVQLAQDDIDGIQAIYGRSQNPVQPIGPQTPKACDSKLTFDAITTIRGEVMFFKDRFYMRTNPFYPEVELNFISVFWPQLPNGLEAAYEFADRDEVRFFKGNKYWAVQGQNVLHGYPKDIYSSFGFPRTVKHIDAALSEENTGKTYFFVANKYWRYDEYKRSMDPGYPKMIAHDFPGIGHKVDAVFMKDGFFYFFHGTRQYKFDPKTKRILTLQKANSWFNCRKN. The pIC50 is 8.2. (6) The small molecule is O=C(O)c1ccc(CN(CCC2CC2)C(=O)c2ccc(Oc3ccccc3F)cc2)cc1. The target protein (Q9H1C0) has sequence MLANSSSTNSSVLPCPDYRPTHRLHLVVYSLVLAAGLPLNALALWVFLRALRVHSVVSVYMCNLAASDLLFTLSLPVRLSYYALHHWPFPDLLCQTTGAIFQMNMYGSCIFLMLINVDRYAAIVHPLRLRHLRRPRVARLLCLGVWALILVFAVPAARVHRPSRCRYRDLEVRLCFESFSDELWKGRLLPLVLLAEALGFLLPLAAVVYSSGRVFWTLARPDATQSQRRRKTVRLLLANLVIFLLCFVPYNSTLAVYGLLRSKLVAASVPARDRVRGVLMVMVLLAGANCVLDPLVYYFSAEGFRNTLRGLGTPHRARTSATNGTRAALAQSERSAVTTDATRPDAASQGLLRPSDSHSLSSFTQCPQDSAL. The pIC50 is 7.8. (7) The pIC50 is 8.9. The small molecule is CCCC[C@H](NC(=O)[C@H](CCCCN)NC(=O)[C@H](CCCN=C(N)N)NC(=O)[C@H](CC(C)C)NC(=O)[C@](C)(CC(C)C)NC(=O)[C@H](Cc1c[nH]cn1)NC(=O)[C@H](Cc1ccccc1)NC(=O)[C@H](CO)NC(=O)[C@H](CC(C)C)NC(=O)[C@H](CC(=O)O)NC(C)=O)C(=O)N[C@H](C(=O)N[C@@H](CCC(=O)O)C(=O)N[C@H](C(=O)N[C@@H](CCC(=O)O)C(=O)N[C@@H](CCCCN)C(=O)N[C@@H](CCC(N)=O)C(=O)N[C@@H](CCC(=O)O)C(=O)N[C@@H](CCCCN)C(=O)N[C@@H](CCC(=O)O)C(=O)N[C@@H](CCCCN)C(=O)N[C@@H](CCC(=O)O)C(=O)N[C@@H](CCC(N)=O)C(=O)N[C@@H]1CCC(=O)NNC(=O)C[C@@H](C(=O)N[C@@H](CC(N)=O)C(=O)N[C@@H](CCCN=C(N)N)C(=O)N[C@@H](CC(C)C)C(=O)N[C@@H](CC(C)C)C(=O)N[C@@H](CC(C)C)C(=O)N[C@@H](CC(=O)O)C(=O)N[C@@](C)(CC(C)C)C(=O)N[C@H](C(N)=O)[C@@H](C)CC)NC(=O)[C@H](C)NC(=O)[C@@H](C)NC1=O)[C@@H](C)CC)[C@@H](C)CC. The target protein (Q13324) has sequence MDAALLHSLLEANCSLALAEELLLDGWGPPLDPEGPYSYCNTTLDQIGTCWPRSAAGALVERPCPEYFNGVKYNTTRNAYRECLENGTWASKINYSQCEPILDDKQRKYDLHYRIALVVNYLGHCVSVAALVAAFLLFLALRSIRCLRNVIHWNLITTFILRNVMWFLLQLVDHEVHESNEVWCRCITTIFNYFVVTNFFWMFVEGCYLHTAIVMTYSTERLRKCLFLFIGWCIPFPIIVAWAIGKLYYENEQCWFGKEPGDLVDYIYQGPIILVLLINFVFLFNIVRILMTKLRASTTSETIQYRKAVKATLVLLPLLGITYMLFFVNPGEDDLSQIMFIYFNSFLQSFQGFFVSVFYCFFNGEVRSAVRKRWHRWQDHHSLRVPMARAMSIPTSPTRISFHSIKQTAAV. (8) The compound is COc1ccc(-c2sc3ccccc3c2-c2ccc(O)cc2)cc1. The target protein sequence is MLQKKPYNGLHEKELNQINQQDGSPCVAISAPGCFIKGSNLFSEKRAGNRVRFFTTGRDYFSDLASALDSASSSIFITGWQVNYDVLLDGRRSLWQCLRQALERSPALKVYVMPWLSPSGSLGTYDFETMLAVFQLNAGLEGGARAFCTPAIQQSDMQGLGVAFSHHQKSVVIDNRIGYVGGIDLAYGRRDDNDFSLDASGRRGNDAYNPGLPHLGWMAEDEHVSSMGLMMATLFDLSRPLASLTLHAPTLRLSPFPHIAASDEPLLSIPLAPSRARALNGGAYLSDLFRSPMLPSLQWLGRAYNSSKEGLDEGFERLDALRRQMVASSIRAIANLIADNLDALPIEPELERRLRAWLEELRTAALNLPEALRIKSLLLINQWMSETELGQVLTLISGKGFEDIPQNLSGKAGELAGSLFWTLHRLLQARAGGHQQPYRYLDEAPQPLASPDNARLAADQPRMPWQDVHCRIEGPSVYDLARNFIDRWNGQQAYLAKTPA.... The pIC50 is 4.5.